From a dataset of Full USPTO retrosynthesis dataset with 1.9M reactions from patents (1976-2016). Predict the reactants needed to synthesize the given product. Given the product [NH2:1][C:2]1[N:7]=[C:6]([NH:8][C@H:9]([C:11]2[N:12]([C:28]3[CH:33]=[CH:32][CH:31]=[CH:30][CH:29]=3)[C:13](=[O:27])[C:14]3[C:19]([CH:20]=2)=[CH:18][CH:17]=[CH:16][C:15]=3[C:21]2[CH:22]=[N:23][N:24]([CH3:26])[CH:25]=2)[CH3:10])[C:5]([C:35]#[N:36])=[CH:4][N:3]=1, predict the reactants needed to synthesize it. The reactants are: [NH2:1][C:2]1[N:7]=[C:6]([NH:8][C@H:9]([C:11]2[N:12]([C:28]3[CH:33]=[CH:32][CH:31]=[CH:30][CH:29]=3)[C:13](=[O:27])[C:14]3[C:19]([CH:20]=2)=[CH:18][CH:17]=[CH:16][C:15]=3[C:21]2[CH:22]=[N:23][N:24]([CH3:26])[CH:25]=2)[CH3:10])[C:5](I)=[CH:4][N:3]=1.[C-:35]#[N:36].[Na+].